From a dataset of Catalyst prediction with 721,799 reactions and 888 catalyst types from USPTO. Predict which catalyst facilitates the given reaction. (1) Product: [C:18]([N:22]1[C:9]([C:10]2[CH:15]=[CH:14][CH:13]=[CH:12][CH:11]=2)=[CH:8][C:2]([C:3]([O:5][CH2:6][CH3:7])=[O:4])=[N:23]1)([CH3:21])([CH3:20])[CH3:19]. Reactant: O/[C:2](=[CH:8]\[C:9](=O)[C:10]1[CH:15]=[CH:14][CH:13]=[CH:12][CH:11]=1)/[C:3]([O:5][CH2:6][CH3:7])=[O:4].Cl.[C:18]([NH:22][NH2:23])([CH3:21])([CH3:20])[CH3:19].CCCCCC.CCOC(C)=O. The catalyst class is: 8. (2) Product: [CH2:12]([O:11][C:9](=[O:10])[C:7]1[CH:8]=[C:3]([C:1]#[N:2])[C:4]([N:15]2[CH2:20][CH2:19][CH:18]([C:21]([NH:35][S:32]([CH2:31][C:28]3[CH:29]=[CH:30][C:25]([Cl:24])=[CH:26][CH:27]=3)(=[O:34])=[O:33])=[O:23])[CH2:17][CH2:16]2)=[N:5][C:6]=1[CH3:14])[CH3:13]. Reactant: [C:1]([C:3]1[C:4]([N:15]2[CH2:20][CH2:19][CH:18]([C:21]([OH:23])=O)[CH2:17][CH2:16]2)=[N:5][C:6]([CH3:14])=[C:7]([C:9]([O:11][CH2:12][CH3:13])=[O:10])[CH:8]=1)#[N:2].[Cl:24][C:25]1[CH:30]=[CH:29][C:28]([CH2:31][S:32]([NH2:35])(=[O:34])=[O:33])=[CH:27][CH:26]=1.CN(C(ON1N=NC2C=CC=NC1=2)=[N+](C)C)C.F[P-](F)(F)(F)(F)F.CCN(P1(N(C)CCCN1C)=NC(C)(C)C)CC. The catalyst class is: 3. (3) Reactant: [OH:1][C:2]1[CH:7]=[C:6]([OH:8])[CH:5]=[CH:4][C:3]=1[C:9](=[O:11])[CH3:10].C([O-])([O-])=O.[K+].[K+].Cl[CH2:19][O:20][CH3:21]. Product: [OH:1][C:2]1[CH:7]=[C:6]([O:8][CH2:19][O:20][CH3:21])[CH:5]=[CH:4][C:3]=1[C:9](=[O:11])[CH3:10]. The catalyst class is: 21. (4) Reactant: [N:1]1[CH:6]=[CH:5][C:4]([CH2:7][C:8]([CH2:23][C:24]2[CH:29]=[CH:28][N:27]=[CH:26][CH:25]=2)(C(OC(C)(C)C)=O)[C:9]([O:11][C:12](C)(C)C)=[O:10])=[CH:3][CH:2]=1.Cl.C(OCC)(=O)C. Product: [N:1]1[CH:2]=[CH:3][C:4]([CH2:7][CH:8]([CH2:23][C:24]2[CH:25]=[CH:26][N:27]=[CH:28][CH:29]=2)[C:9]([O:11][CH3:12])=[O:10])=[CH:5][CH:6]=1. The catalyst class is: 55. (5) Reactant: S(Cl)(Cl)=O.[Br:5][C:6]1[S:10][C:9]2=[N:11][C:12]([C:14]([OH:16])=O)=[CH:13][N:8]2[CH:7]=1.[N-:17]=[N+:18]=[N-:19].[Na+]. Product: [Br:5][C:6]1[S:10][C:9]2=[N:11][C:12]([C:14]([N:17]=[N+:18]=[N-:19])=[O:16])=[CH:13][N:8]2[CH:7]=1. The catalyst class is: 6. (6) Reactant: [CH3:1][C@@H:2]1[CH2:7][O:6][CH2:5][CH2:4][N:3]1[C:8]1[N:16]=[C:15]2[C:11]([N:12]=[C:13]([C:23]3[CH:28]=[CH:27][CH:26]=[CH:25][N:24]=3)[N:14]2C2CCCCO2)=[C:10]([N:29]2[CH2:34][CH2:33][O:32][CH2:31][C@H:30]2[CH3:35])[N:9]=1.Cl.C([O-])([O-])=O.[Na+].[Na+].C(Cl)Cl. Product: [CH3:1][C@@H:2]1[CH2:7][O:6][CH2:5][CH2:4][N:3]1[C:8]1[N:16]=[C:15]2[C:11]([N:12]=[C:13]([C:23]3[CH:28]=[CH:27][CH:26]=[CH:25][N:24]=3)[NH:14]2)=[C:10]([N:29]2[CH2:34][CH2:33][O:32][CH2:31][C@H:30]2[CH3:35])[N:9]=1. The catalyst class is: 1. (7) Reactant: [Br:1][C:2]1[CH:7]=[CH:6][C:5]([C:8]([N:11]2[CH2:16][CH2:15][C:14]([CH2:23][C:24]3([CH3:27])[CH2:26][O:25]3)([C:17]3[CH:22]=[CH:21][CH:20]=[CH:19][CH:18]=3)[O:13][C:12]2=[O:28])([CH3:10])[CH3:9])=[CH:4][CH:3]=1.OO.[CH2:31]1COCC1. Product: [Br:1][C:2]1[CH:3]=[CH:4][C:5]([C:8]([N:11]2[CH2:16][CH2:15][C:14]([CH2:23][C:24]([OH:25])([CH2:26][CH3:31])[CH3:27])([C:17]3[CH:18]=[CH:19][CH:20]=[CH:21][CH:22]=3)[O:13][C:12]2=[O:28])([CH3:9])[CH3:10])=[CH:6][CH:7]=1. The catalyst class is: 237. (8) Reactant: [NH2:1][CH2:2][C@H:3]1[CH2:7][C@@H:6]([CH2:8][C:9]2[CH:14]=[CH:13][C:12]([Cl:15])=[C:11]([Cl:16])[CH:10]=2)[CH2:5][N:4]1[CH3:17].C1(C2C=NC(CC(O)=[S:32])=NC=2)C=CC=CC=1.C[CH2:35][N:36]=[C:37]=[N:38][CH2:39][CH2:40][CH2:41]N(C)C.C1[CH:46]=[CH:47][C:48]2N(O)N=N[C:49]=2[CH:50]=1.[CH3:55][CH2:56][O:57]C(C)=O. Product: [ClH:15].[Cl:16][C:11]1[CH:10]=[C:9]([CH:14]=[CH:13][C:12]=1[Cl:15])[CH2:8][C@H:6]1[CH2:5][N:4]([CH3:17])[C@@H:3]([CH2:2][NH:1][C:56](=[O:57])[CH2:55][S:32][C:37]2[N:36]=[CH:35][C:40]([C:41]3[CH:46]=[CH:47][CH:48]=[CH:49][CH:50]=3)=[CH:39][N:38]=2)[CH2:7]1. The catalyst class is: 2.